From a dataset of Full USPTO retrosynthesis dataset with 1.9M reactions from patents (1976-2016). Predict the reactants needed to synthesize the given product. (1) Given the product [NH2:39][C:37](=[O:38])[CH2:36][CH2:35][NH:34][C:16]([C@@H:9]1[CH2:10][C:11](=[N:13][O:14][CH3:15])[CH2:12][N:8]1[C:6]([C:31]1[CH:30]=[CH:29][C:28]([C:19]2[CH:20]=[CH:21][CH:22]=[CH:23][CH:24]=2)=[CH:33][CH:32]=1)=[O:7])=[O:18], predict the reactants needed to synthesize it. The reactants are: C(O[C:6]([N:8]1[CH2:12][C:11](=[N:13][O:14][CH3:15])[CH2:10][C@H:9]1[C:16]([OH:18])=O)=[O:7])(C)(C)C.[C:19]1([C:28]2[CH:33]=[CH:32][CH:31]=[CH:30][CH:29]=2)[CH:24]=[CH:23][C:22](C(Cl)=O)=[CH:21][CH:20]=1.[NH2:34][CH2:35][CH2:36][C:37]([NH2:39])=[O:38]. (2) Given the product [C:2]([O:6][CH3:7])(=[O:5])[C:3]([CH3:11])=[CH2:4].[C:2]([O:6][CH2:7][CH2:8][CH2:9][CH3:10])(=[O:5])[CH:3]=[CH2:4], predict the reactants needed to synthesize it. The reactants are: O.[C:2]([O:6][CH2:7][CH2:8][CH2:9][CH3:10])(=[O:5])[CH:3]=[CH2:4].[C:11](=O)([O-])[O-].[Ca+2]. (3) Given the product [C:4]1([C@@H:1]([OH:3])[CH3:2])[CH:9]=[CH:8][CH:7]=[CH:6][CH:5]=1, predict the reactants needed to synthesize it. The reactants are: [C:1]([C:4]1[CH:9]=[CH:8][CH:7]=[CH:6][CH:5]=1)(=[O:3])[CH3:2].B1(C)OC(C2C=CC=CC=2)(C2C=CC=CC=2)[C@@H]2N1CCC2. (4) Given the product [NH2:1][C:2]1[C:7]([C:8](=[O:9])[C:10]2[CH:11]=[CH:12][C:13]([F:16])=[CH:14][CH:15]=2)=[CH:6][N:5]=[C:4]([NH:21][CH:22]2[CH2:27][CH2:26][N:25]([C:28](=[O:30])[CH3:29])[CH2:24][CH2:23]2)[N:3]=1, predict the reactants needed to synthesize it. The reactants are: [NH2:1][C:2]1[C:7]([C:8]([C:10]2[CH:15]=[CH:14][C:13]([F:16])=[CH:12][CH:11]=2)=[O:9])=[CH:6][N:5]=[C:4](S(CC)=O)[N:3]=1.[NH2:21][CH:22]1[CH2:27][CH2:26][N:25]([C:28](=[O:30])[CH3:29])[CH2:24][CH2:23]1. (5) Given the product [NH2:38][C:37]1[CH:39]=[CH:40][C:34]([C:2]2[CH:19]=[CH:18][CH:17]=[C:4]([O:5][C:6]3[C:15]4[C:10](=[CH:11][CH:12]=[CH:13][CH:14]=4)[NH:9][C:8](=[O:16])[CH:7]=3)[CH:3]=2)=[CH:35][CH:36]=1, predict the reactants needed to synthesize it. The reactants are: Br[C:2]1[CH:3]=[C:4]([CH:17]=[CH:18][CH:19]=1)[O:5][C:6]1[C:15]2[C:10](=[CH:11][CH:12]=[CH:13][CH:14]=2)[NH:9][C:8](=[O:16])[CH:7]=1.C(=O)([O-])[O-].[Na+].[Na+].CC1(C)C(C)(C)OB([C:34]2[CH:40]=[CH:39][C:37]([NH2:38])=[CH:36][CH:35]=2)O1. (6) Given the product [Br:1][C:2]1[CH:3]=[CH:4][C:5]([CH2:8][C@@H:9]([NH:14][C:15]([O:17][C:18]([CH3:21])([CH3:20])[CH3:19])=[O:16])[CH2:10][C:11]([O:13][CH2:27][CH3:28])=[O:12])=[CH:6][CH:7]=1, predict the reactants needed to synthesize it. The reactants are: [Br:1][C:2]1[CH:7]=[CH:6][C:5]([CH2:8][C@@H:9]([NH:14][C:15]([O:17][C:18]([CH3:21])([CH3:20])[CH3:19])=[O:16])[CH2:10][C:11]([OH:13])=[O:12])=[CH:4][CH:3]=1.C([O-])(O)=O.[Na+].[CH2:27](I)[CH3:28].